This data is from Forward reaction prediction with 1.9M reactions from USPTO patents (1976-2016). The task is: Predict the product of the given reaction. Given the reactants [CH3:1][C:2]([OH:6])([C:4]#[CH:5])[CH3:3].Br[C:8]1[CH:13]=[CH:12][C:11]([Br:14])=[CH:10][N:9]=1.C(NC(C)C)(C)C.O, predict the reaction product. The product is: [Br:14][C:11]1[CH:12]=[CH:13][C:8]([C:5]#[C:4][C:2]([CH3:3])([OH:6])[CH3:1])=[N:9][CH:10]=1.